From a dataset of Catalyst prediction with 721,799 reactions and 888 catalyst types from USPTO. Predict which catalyst facilitates the given reaction. Reactant: [Cl:1][C:2]1[CH:7]=[CH:6][CH:5]=[C:4]([Cl:8])[C:3]=1[CH2:9][S:10]([C:13]1[CH:14]=[C:15]2[C:19](=[CH:20][CH:21]=1)[NH:18][C:17](=[O:22])/[C:16]/2=[CH:23]\[C:24]1[NH:28][C:27]([CH3:29])=[C:26]([C:30]([OH:32])=O)[C:25]=1[CH3:33])(=[O:12])=[O:11].C1C=CC2N(O)N=NC=2C=1.C(Cl)CCl.[CH:48]1([NH:51][CH2:52][C@@H:53]2[C@@H:57]([OH:58])[CH2:56][CH2:55][NH:54]2)[CH2:50][CH2:49]1. Product: [CH:48]1([NH:51][CH2:52][C@@H:53]2[C@@H:57]([OH:58])[CH2:56][CH2:55][N:54]2[C:30]([C:26]2[C:25]([CH3:33])=[C:24](/[CH:23]=[C:16]3\[C:17](=[O:22])[NH:18][C:19]4[C:15]\3=[CH:14][C:13]([S:10]([CH2:9][C:3]3[C:4]([Cl:8])=[CH:5][CH:6]=[CH:7][C:2]=3[Cl:1])(=[O:12])=[O:11])=[CH:21][CH:20]=4)[NH:28][C:27]=2[CH3:29])=[O:32])[CH2:50][CH2:49]1. The catalyst class is: 3.